The task is: Predict which catalyst facilitates the given reaction.. This data is from Catalyst prediction with 721,799 reactions and 888 catalyst types from USPTO. (1) Reactant: [CH3:1][C:2](O)([CH3:14])[CH2:3][C:4]1[CH:13]=[CH:12][C:11]2[C:6](=[CH:7][CH:8]=[CH:9][CH:10]=2)[CH:5]=1.[C:16](#[N:18])[CH3:17].S(=O)(=O)(O)[OH:20].[OH-].[Na+]. Product: [CH3:1][C:2]([NH:18][C:16](=[O:20])[CH3:17])([CH3:14])[CH2:3][C:4]1[CH:13]=[CH:12][C:11]2[C:6](=[CH:7][CH:8]=[CH:9][CH:10]=2)[CH:5]=1. The catalyst class is: 15. (2) Reactant: [Cl:1][C:2]1[CH:7]=[CH:6][C:5]([C:8]2[CH:12]=[C:11]([CH:13]3[CH2:18][CH2:17][N:16](C(OC(C)(C)C)=O)[CH2:15][CH2:14]3)[NH:10][N:9]=2)=[CH:4][CH:3]=1.Cl. Product: [Cl:1][C:2]1[CH:7]=[CH:6][C:5]([C:8]2[CH:12]=[C:11]([CH:13]3[CH2:18][CH2:17][NH:16][CH2:15][CH2:14]3)[NH:10][N:9]=2)=[CH:4][CH:3]=1. The catalyst class is: 4. (3) Reactant: [C:1]([C:3]([C:23]1[CH:28]=[CH:27][C:26]([O:29][CH3:30])=[C:25]([O:31][CH3:32])[CH:24]=1)=[CH:4][C:5]1[CH:20]=[CH:19][C:8]([O:9][CH2:10][CH2:11][CH2:12][CH2:13][CH2:14][CH2:15][CH2:16][CH2:17][OH:18])=[C:7]([O:21][CH3:22])[CH:6]=1)#[N:2].C(N(CC)CC)C.[C:40](O[C:40](=[O:44])[C:41]([CH3:43])=[CH2:42])(=[O:44])[C:41]([CH3:43])=[CH2:42].O. Product: [C:40]([O:18][CH2:17][CH2:16][CH2:15][CH2:14][CH2:13][CH2:12][CH2:11][CH2:10][O:9][C:8]1[CH:19]=[CH:20][C:5]([CH:4]=[C:3]([C:1]#[N:2])[C:23]2[CH:28]=[CH:27][C:26]([O:29][CH3:30])=[C:25]([O:31][CH3:32])[CH:24]=2)=[CH:6][C:7]=1[O:21][CH3:22])(=[O:44])[C:41]([CH3:43])=[CH2:42]. The catalyst class is: 453. (4) Reactant: CC(C)([O-])C.[K+].[NH:7]1[C:11]2[CH:12]=[CH:13][CH:14]=[CH:15][C:10]=2[N:9]=[CH:8]1.Br[CH:17]([CH3:31])[C:18]([NH:20][C:21]1[CH:26]=[CH:25][CH:24]=[C:23]([C:27]([F:30])([F:29])[F:28])[CH:22]=1)=[O:19]. Product: [N:7]1([CH:17]([CH3:31])[C:18]([NH:20][C:21]2[CH:26]=[CH:25][CH:24]=[C:23]([C:27]([F:28])([F:29])[F:30])[CH:22]=2)=[O:19])[C:11]2[CH:12]=[CH:13][CH:14]=[CH:15][C:10]=2[N:9]=[CH:8]1. The catalyst class is: 887. (5) Reactant: [Si]([O:18][C:19]1[CH:57]=[CH:56][C:22]([O:23][CH2:24][C@@H:25]([OH:55])[CH2:26][NH:27][CH2:28][CH2:29][O:30][C:31]2[CH:54]=[CH:53][C:34]([NH:35][CH:36]3[CH2:41][CH2:40][N:39]([C:42]([NH:44][CH2:45][CH2:46][CH2:47][CH2:48][CH2:49][CH2:50][CH2:51][CH3:52])=[O:43])[CH2:38][CH2:37]3)=[CH:33][CH:32]=2)=[CH:21][CH:20]=1)(C(C)(C)C)(C1C=CC=CC=1)C1C=CC=CC=1. Product: [CH2:45]([NH:44][C:42]([N:39]1[CH2:40][CH2:41][CH:36]([NH:35][C:34]2[CH:53]=[CH:54][C:31]([O:30][CH2:29][CH2:28][NH:27][CH2:26][C@H:25]([OH:55])[CH2:24][O:23][C:22]3[CH:21]=[CH:20][C:19]([OH:18])=[CH:57][CH:56]=3)=[CH:32][CH:33]=2)[CH2:37][CH2:38]1)=[O:43])[CH2:46][CH2:47][CH2:48][CH2:49][CH2:50][CH2:51][CH3:52]. The catalyst class is: 147. (6) Reactant: [OH-].[K+].C([O:5][C:6](=[O:26])[CH2:7][CH2:8][CH2:9][CH2:10][C:11]1([C:18]2[CH:23]=[CH:22][CH:21]=[C:20]([O:24][CH3:25])[CH:19]=2)[CH2:16][CH2:15][CH2:14][CH2:13][C:12]1=[O:17])C. Product: [CH3:25][O:24][C:20]1[CH:19]=[C:18]([C:11]2([CH2:10][CH2:9][CH2:8][CH2:7][C:6]([OH:26])=[O:5])[CH2:16][CH2:15][CH2:14][CH2:13][C:12]2=[O:17])[CH:23]=[CH:22][CH:21]=1. The catalyst class is: 14.